This data is from Full USPTO retrosynthesis dataset with 1.9M reactions from patents (1976-2016). The task is: Predict the reactants needed to synthesize the given product. (1) Given the product [ClH:40].[Cl:40][C:37]1[CH:38]=[CH:39][C:34]([S:31]([CH:22]([C:23]2[CH:28]=[C:27]([F:29])[CH:26]=[CH:25][C:24]=2[F:30])[C:19]2[N:18]=[CH:17][C:16]([CH2:15][NH2:7])=[CH:21][CH:20]=2)(=[O:33])=[O:32])=[CH:35][CH:36]=1, predict the reactants needed to synthesize it. The reactants are: C(OC(=O)[N:7]([CH2:15][C:16]1[CH:17]=[N:18][C:19]([CH:22]([S:31]([C:34]2[CH:39]=[CH:38][C:37]([Cl:40])=[CH:36][CH:35]=2)(=[O:33])=[O:32])[C:23]2[CH:28]=[C:27]([F:29])[CH:26]=[CH:25][C:24]=2[F:30])=[CH:20][CH:21]=1)C(OC(C)(C)C)=O)(C)(C)C.Cl. (2) Given the product [Cl:1][C:2]1[CH:3]=[CH:4][C:5]([CH2:8][CH2:9][NH:11][CH2:12][CH2:13][CH2:14][CH2:15][CH2:16][CH2:17][CH3:18])=[CH:6][CH:7]=1, predict the reactants needed to synthesize it. The reactants are: [Cl:1][C:2]1[CH:7]=[CH:6][C:5]([CH2:8][C:9]([NH:11][CH2:12][CH2:13][CH2:14][CH2:15][CH2:16][CH2:17][CH3:18])=O)=[CH:4][CH:3]=1.B.CSC.Cl.